From a dataset of Catalyst prediction with 721,799 reactions and 888 catalyst types from USPTO. Predict which catalyst facilitates the given reaction. (1) Reactant: [Cl:1][C:2]1[CH:10]=[C:9]2[C:5]([C:6]([C:12]3[N:13]=[C:14]4[C:20]([C:21](O)=[O:22])=[CH:19][N:18]([CH2:24][O:25][CH2:26][CH2:27][Si:28]([CH3:31])([CH3:30])[CH3:29])[C:15]4=[N:16][CH:17]=3)=[N:7][N:8]2[CH3:11])=[CH:4][CH:3]=1.Cl.[C:33]([O:37][C:38](=[O:46])[NH:39][CH:40]1[CH2:44][CH2:43][CH:42]([NH2:45])[CH2:41]1)([CH3:36])([CH3:35])[CH3:34].CN(C(ON1N=NC2C=CC=NC1=2)=[N+](C)C)C.F[P-](F)(F)(F)(F)F.C(N(CC)C(C)C)(C)C. Product: [C:33]([O:37][C:38](=[O:46])[NH:39][CH:40]1[CH2:44][CH2:43][CH:42]([NH:45][C:21]([C:20]2[C:14]3[C:15](=[N:16][CH:17]=[C:12]([C:6]4[C:5]5[C:9](=[CH:10][C:2]([Cl:1])=[CH:3][CH:4]=5)[N:8]([CH3:11])[N:7]=4)[N:13]=3)[N:18]([CH2:24][O:25][CH2:26][CH2:27][Si:28]([CH3:31])([CH3:30])[CH3:29])[CH:19]=2)=[O:22])[CH2:41]1)([CH3:36])([CH3:34])[CH3:35]. The catalyst class is: 136. (2) Reactant: [NH2:1][C:2]1[NH:3][C:4](=[O:32])[C:5]2[N:6]=[CH:7][N:8]([C@@H:11]3[O:15][C@H:14]([CH2:16][CH:17]([P:26](=[O:29])([OH:28])[OH:27])S(C4C=CC=CC=4)=O)[C@@H:13]([F:30])[C@H:12]3[OH:31])[C:9]=2[N:10]=1.C(N(CCCC)CCCC)CCC.C[Si](Cl)(C)C. Product: [NH2:1][C:2]1[NH:3][C:4](=[O:32])[C:5]2[N:6]=[CH:7][N:8]([C@@H:11]3[O:15][C@H:14](/[CH:16]=[CH:17]/[P:26](=[O:27])([OH:29])[OH:28])[C@@H:13]([F:30])[C@H:12]3[OH:31])[C:9]=2[N:10]=1. The catalyst class is: 3. (3) Reactant: CC(OC(/N=N/C(OC(C)C)=O)=O)C.[Cl:15][C:16]1[CH:21]=[C:20]([CH2:22]O)[C:19]([Cl:24])=[CH:18][N:17]=1.C1C=CC(P(C2C=CC=CC=2)C2C=CC=CC=2)=CC=1.[C:44]1(=[O:54])[C:52]2[C:47](=[CH:48][CH:49]=[CH:50][CH:51]=2)[C:46](=[O:53])[NH:45]1. Product: [Cl:15][C:16]1[CH:21]=[C:20]([CH2:22][N:45]2[C:46](=[O:53])[C:47]3[C:52](=[CH:51][CH:50]=[CH:49][CH:48]=3)[C:44]2=[O:54])[C:19]([Cl:24])=[CH:18][N:17]=1. The catalyst class is: 7. (4) The catalyst class is: 201. Product: [CH2:11]([O:10][C:8](=[O:9])[CH2:7][CH2:6][CH:2]([Br:18])[C:3]([OH:5])=[O:4])[C:12]1[CH:17]=[CH:16][CH:15]=[CH:14][CH:13]=1. Reactant: N[CH:2]([CH2:6][CH2:7][C:8]([O:10][CH2:11][C:12]1[CH:17]=[CH:16][CH:15]=[CH:14][CH:13]=1)=[O:9])[C:3]([OH:5])=[O:4].[Br-:18].[K+].C(OC(CCC=O)C(O)=O)C1C=CC=CC=1. (5) Reactant: [Br-].C([P+]([C:20]1[CH:25]=[CH:24][CH:23]=[CH:22][CH:21]=1)([C:20]1[CH:25]=[CH:24][CH:23]=[CH:22][CH:21]=1)[C:20]1[CH:25]=[CH:24][CH:23]=[CH:22][CH:21]=1)CCCC.[Li+].C[Si]([N-][Si](C)(C)C)(C)C.[NH:36]1[C:44]2[C:39](=[CH:40][CH:41]=[CH:42][CH:43]=2)[C:38](C=O)=[CH:37]1.[Cl-].[NH4+]. Product: [CH:39]([C:38]1[C:21]2[C:20](=[CH:25][CH:24]=[CH:23][CH:22]=2)[NH:36][CH:37]=1)=[CH:40][CH2:41][CH2:42][CH2:43][CH3:44]. The catalyst class is: 56. (6) Reactant: [NH2:1][C:2]1[S:3][C:4]([CH3:10])=[C:5]([C:7](=[O:9])[CH3:8])[N:6]=1.[Cl:11][CH2:12][C:13](=O)[CH2:14][C:15](OCC)=[O:16]. Product: [C:7]([C:5]1[N:6]2[C:15](=[O:16])[CH:14]=[C:13]([CH2:12][Cl:11])[N:1]=[C:2]2[S:3][C:4]=1[CH3:10])(=[O:9])[CH3:8]. The catalyst class is: 6.